The task is: Predict the product of the given reaction.. This data is from Forward reaction prediction with 1.9M reactions from USPTO patents (1976-2016). (1) Given the reactants C(OC(=O)[NH:7][CH2:8][CH2:9][CH2:10][N:11]([CH2:16][C:17]1[CH:22]=[CH:21][CH:20]=[C:19]([C:23]2[CH:28]=[CH:27][N:26]=[C:25](Cl)[N:24]=2)[CH:18]=1)[S:12]([CH3:15])(=[O:14])=[O:13])(C)(C)C.[Cl:31][C:32]1[CH:37]=[CH:36][CH:35]=[CH:34][C:33]=1[CH2:38][CH2:39][NH2:40], predict the reaction product. The product is: [NH2:7][CH2:8][CH2:9][CH2:10][N:11]([CH2:16][C:17]1[CH:22]=[CH:21][CH:20]=[C:19]([C:23]2[CH:28]=[CH:27][N:26]=[C:25]([NH:40][CH2:39][CH2:38][C:33]3[CH:34]=[CH:35][CH:36]=[CH:37][C:32]=3[Cl:31])[N:24]=2)[CH:18]=1)[S:12]([CH3:15])(=[O:13])=[O:14]. (2) Given the reactants C([O:8][C:9]1[CH:14]=[CH:13][C:12]([C:15]2[CH:20]=[CH:19][C:18]([C:21]([F:24])([F:23])[F:22])=[CH:17][N:16]=2)=[CH:11][CH:10]=1)C1C=CC=CC=1.[H][H], predict the reaction product. The product is: [F:24][C:21]([F:22])([F:23])[C:18]1[CH:19]=[CH:20][C:15]([C:12]2[CH:11]=[CH:10][C:9]([OH:8])=[CH:14][CH:13]=2)=[N:16][CH:17]=1. (3) Given the reactants [Cl:1][C:2]1[CH:7]=[CH:6][CH:5]=[C:4]([Cl:8])[C:3]=1[C:9]1[S:10][C:11]2[C:16]([SH:17])=[N:15][CH:14]=[N:13][C:12]=2[N:18]=1.[CH2:19](N(CC)CC)C.CI, predict the reaction product. The product is: [Cl:1][C:2]1[CH:7]=[CH:6][CH:5]=[C:4]([Cl:8])[C:3]=1[C:9]1[S:10][C:11]2[C:16]([S:17][CH3:19])=[N:15][CH:14]=[N:13][C:12]=2[N:18]=1. (4) Given the reactants [CH2:1]([N:8]1[CH2:14][C@H:13]([NH:15]C(=O)OCC2C=CC=CC=2)[C:12](=[O:26])[N:11]([CH2:27][C:28]2[CH:33]=[CH:32][CH:31]=[CH:30][CH:29]=2)[CH2:10][CH2:9]1)[C:2]1[CH:7]=[CH:6][CH:5]=[CH:4][CH:3]=1.Br, predict the reaction product. The product is: [NH2:15][C@H:13]1[CH2:14][N:8]([CH2:1][C:2]2[CH:7]=[CH:6][CH:5]=[CH:4][CH:3]=2)[CH2:9][CH2:10][N:11]([CH2:27][C:28]2[CH:33]=[CH:32][CH:31]=[CH:30][CH:29]=2)[C:12]1=[O:26].